From a dataset of Peptide-MHC class I binding affinity with 185,985 pairs from IEDB/IMGT. Regression. Given a peptide amino acid sequence and an MHC pseudo amino acid sequence, predict their binding affinity value. This is MHC class I binding data. (1) The MHC is HLA-A68:01 with pseudo-sequence HLA-A68:01. The peptide sequence is QPRAPIRPI. The binding affinity (normalized) is 0. (2) The MHC is HLA-A23:01 with pseudo-sequence HLA-A23:01. The binding affinity (normalized) is 0.00164. The peptide sequence is GERSRCYSVY. (3) The peptide sequence is HAPWTQMAM. The MHC is HLA-A11:01 with pseudo-sequence HLA-A11:01. The binding affinity (normalized) is 0.0847. (4) The peptide sequence is AYISSEATTPI. The MHC is Patr-A0901 with pseudo-sequence Patr-A0901. The binding affinity (normalized) is 0.956. (5) The peptide sequence is PTDYAKPQY. The MHC is HLA-A02:01 with pseudo-sequence HLA-A02:01. The binding affinity (normalized) is 0.0847. (6) The MHC is H-2-Db with pseudo-sequence H-2-Db. The binding affinity (normalized) is 0. The peptide sequence is YTVKYPDL.